Dataset: Catalyst prediction with 721,799 reactions and 888 catalyst types from USPTO. Task: Predict which catalyst facilitates the given reaction. (1) Reactant: [Cl:1][C:2]1[CH:3]=[C:4]([C@H:9]2[C:18]3[C:13](=[CH:14][CH:15]=[CH:16][CH:17]=3)[C:12](=[O:19])[CH2:11][CH2:10]2)[CH:5]=[CH:6][C:7]=1[Cl:8].[Li+].C[Si]([N-][Si](C)(C)C)(C)C.[CH:30](=O)[CH3:31]. Product: [Cl:1][C:2]1[CH:3]=[C:4]([C@H:9]2[C:18]3[C:13](=[CH:14][CH:15]=[CH:16][CH:17]=3)[C:12](=[O:19])/[C:11](=[CH:30]/[CH3:31])/[CH2:10]2)[CH:5]=[CH:6][C:7]=1[Cl:8]. The catalyst class is: 1. (2) Reactant: [OH:1][C:2]1[CH:10]=[CH:9][C:8]([CH:11]([CH2:13][CH2:14][CH2:15][CH2:16][CH2:17][CH2:18][CH2:19][CH2:20][CH2:21][CH2:22][CH2:23][CH2:24][CH3:25])[CH3:12])=[CH:7][C:3]=1[C:4]([OH:6])=[O:5].C(O)(=O)C1C(=CC=CC=1)O.C1(C)C(C)=CC=CC=1.[OH-].[Ca+2:45].[OH-]. Product: [CH3:12][CH:11]([C:8]1[CH:7]=[C:3]([C:4]([O-:6])=[O:5])[C:2]([OH:1])=[CH:10][CH:9]=1)[CH2:13][CH2:14][CH2:15][CH2:16][CH2:17][CH2:18][CH2:19][CH2:20][CH2:21][CH2:22][CH2:23][CH2:24][CH3:25].[Ca+2:45].[CH3:12][CH:11]([C:8]1[CH:7]=[C:3]([C:4]([O-:6])=[O:5])[C:2]([OH:1])=[CH:10][CH:9]=1)[CH2:13][CH2:14][CH2:15][CH2:16][CH2:17][CH2:18][CH2:19][CH2:20][CH2:21][CH2:22][CH2:23][CH2:24][CH3:25]. The catalyst class is: 72. (3) Reactant: Cl[C:2]1[C:3]2[CH:10]=[CH:9][N:8]([CH:11]([C:15]3[CH:20]=[CH:19][CH:18]=[CH:17][CH:16]=3)[CH2:12][CH2:13][Cl:14])[C:4]=2[N:5]=[CH:6][N:7]=1. The catalyst class is: 99. Product: [Cl:14][CH2:13][CH2:12][CH:11]([N:8]1[C:4]2[N:5]=[CH:6][N:7]=[CH:2][C:3]=2[CH:10]=[CH:9]1)[C:15]1[CH:20]=[CH:19][CH:18]=[CH:17][CH:16]=1. (4) Reactant: [Cl:1][C:2]1[CH:7]=[CH:6][CH:5]=[C:4]([F:8])[C:3]=1[NH:9][C:10]1[NH:11][C:12]2[C:18]3[CH2:19][C:20]([CH3:23])([CH3:22])[O:21][C:17]=3[C:16]([C:24]([OH:26])=O)=[CH:15][C:13]=2[N:14]=1.S(Cl)(Cl)=O.[F:31][C:32]([C:35]1[CH:36]=[C:37]([CH:39]=[CH:40][CH:41]=1)[NH2:38])([F:34])[CH3:33].CCN(C(C)C)C(C)C. Product: [Cl:1][C:2]1[CH:7]=[CH:6][CH:5]=[C:4]([F:8])[C:3]=1[NH:9][C:10]1[NH:11][C:12]2[C:18]3[CH2:19][C:20]([CH3:22])([CH3:23])[O:21][C:17]=3[C:16]([C:24]([NH:38][C:37]3[CH:39]=[CH:40][CH:41]=[C:35]([C:32]([F:31])([F:34])[CH3:33])[CH:36]=3)=[O:26])=[CH:15][C:13]=2[N:14]=1. The catalyst class is: 1. (5) Reactant: CC(OC([NH:8][CH2:9][C:10](O)=[O:11])=O)(C)C.[F:13][CH:14]1[CH2:17][N:16]([C:18]2[CH:25]=[CH:24][C:23]([C:26]3[O:30][N:29]=[C:28]([C:31]4[CH:41]=[CH:40][C:34]5[CH2:35][CH2:36][NH:37][CH2:38][CH2:39][C:33]=5[CH:32]=4)[N:27]=3)=[CH:22][C:19]=2[C:20]#[N:21])[CH2:15]1.CN(C(ON1N=NC2C=CC=NC1=2)=[N+](C)C)C.F[P-](F)(F)(F)(F)F.CCN(C(C)C)C(C)C.FC(F)(F)C(O)=O. Product: [F:13][CH:14]1[CH2:17][N:16]([C:18]2[CH:25]=[CH:24][C:23]([C:26]3[O:30][N:29]=[C:28]([C:31]4[CH:41]=[CH:40][C:34]5[CH2:35][CH2:36][N:37]([C:10](=[O:11])[CH2:9][NH2:8])[CH2:38][CH2:39][C:33]=5[CH:32]=4)[N:27]=3)=[CH:22][C:19]=2[C:20]#[N:21])[CH2:15]1. The catalyst class is: 3.